From a dataset of Catalyst prediction with 721,799 reactions and 888 catalyst types from USPTO. Predict which catalyst facilitates the given reaction. (1) Reactant: [C:1]1([CH2:7][C:8]([NH2:10])=[O:9])[CH:6]=[CH:5][CH:4]=[CH:3][CH:2]=1.C(Cl)(=O)[C:12](Cl)=[O:13]. Product: [C:1]1([CH2:7][C:8]([N:10]=[C:12]=[O:13])=[O:9])[CH:6]=[CH:5][CH:4]=[CH:3][CH:2]=1. The catalyst class is: 68. (2) Reactant: C1C(=O)N([Br:8])C(=O)C1.[CH2:9]([S:11][C:12]1[CH:20]=[CH:19][C:15]2[O:16][CH2:17][O:18][C:14]=2[CH:13]=1)[CH3:10].O. Product: [Br:8][C:20]1[C:12]([S:11][CH2:9][CH3:10])=[CH:13][C:14]2[O:18][CH2:17][O:16][C:15]=2[CH:19]=1. The catalyst class is: 23. (3) Reactant: [NH:1]1[C:9]2[C:4](=[CH:5][CH:6]=[C:7](C(O)=O)[CH:8]=2)[CH:3]=[CH:2]1.C1C[O:16][CH2:15]C1.[H-].[Al+3].[Li+].[H-].[H-].[H-].C(OCC)(=O)C. Product: [NH:1]1[C:9]2[C:4](=[C:5]([CH2:15][OH:16])[CH:6]=[CH:7][CH:8]=2)[CH:3]=[CH:2]1. The catalyst class is: 72.